From a dataset of Full USPTO retrosynthesis dataset with 1.9M reactions from patents (1976-2016). Predict the reactants needed to synthesize the given product. Given the product [Cl:1][C:2]1[C:10]2[N:9]=[C:8]([CH2:11][CH3:12])[N:7]([CH2:13][C:14]([OH:16])=[O:15])[C:6]=2[CH:5]=[CH:4][C:3]=1[C:21]#[N:22], predict the reactants needed to synthesize it. The reactants are: [Cl:1][C:2]1[C:10]2[N:9]=[C:8]([CH2:11][CH3:12])[N:7]([CH2:13][C:14]([O:16]C(C)(C)C)=[O:15])[C:6]=2[CH:5]=[CH:4][C:3]=1[C:21]#[N:22].[SiH](CC)(CC)CC.